The task is: Predict the product of the given reaction.. This data is from Forward reaction prediction with 1.9M reactions from USPTO patents (1976-2016). (1) Given the reactants [CH3:1][C:2]([CH3:7])([CH3:6])[C:3]([NH2:5])=[O:4].C(Cl)(=O)[C:9](Cl)=[O:10].[NH2:14][C:15]1[N:20]=[CH:19][C:18]([O:21][C:22]2[CH:27]=[CH:26][N:25]=[C:24]([NH:28][C:29]([N:31]3[CH2:35][CH2:34][C@@H:33]([N:36]([CH3:38])[CH3:37])[CH2:32]3)=[O:30])[CH:23]=2)=[CH:17][CH:16]=1.N1C=CC=CC=1, predict the reaction product. The product is: [CH3:37][N:36]([CH3:38])[C@@H:33]1[CH2:34][CH2:35][N:31]([C:29]([NH:28][C:24]2[CH:23]=[C:22]([O:21][C:18]3[CH:19]=[N:20][C:15]([NH:14][C:9]([NH:5][C:3](=[O:4])[C:2]([CH3:7])([CH3:6])[CH3:1])=[O:10])=[CH:16][CH:17]=3)[CH:27]=[CH:26][N:25]=2)=[O:30])[CH2:32]1. (2) Given the reactants [C:14]1(P([C:14]2[CH:19]=[CH:18][CH:17]=[CH:16][CH:15]=2)[C:14]2[CH:19]=[CH:18][CH:17]=[CH:16][CH:15]=2)[CH:19]=[CH:18][CH:17]=[CH:16][CH:15]=1.N(C(OCC)=O)=NC([O:24][CH2:25][CH3:26])=O.[CH2:32]1COCC1, predict the reaction product. The product is: [CH3:32][C:14]1[CH:15]=[CH:16][C:17]2[CH2:26][CH2:25][O:24][C:18]=2[CH:19]=1. (3) The product is: [ClH:22].[N:1]1[C:10]2[CH2:9][NH:8][CH2:7][CH2:6][C:5]=2[CH:4]=[C:3]([C:18]([O:20][CH3:21])=[O:19])[CH:2]=1. Given the reactants [N:1]1[C:10]2[CH2:9][N:8](C(OC(C)(C)C)=O)[CH2:7][CH2:6][C:5]=2[CH:4]=[C:3]([C:18]([O:20][CH3:21])=[O:19])[CH:2]=1.[ClH:22], predict the reaction product. (4) Given the reactants C(N(C(C)C)CC)(C)C.[Cl:10][C:11]1[CH:12]=[CH:13][C:14]2[N:19]=[C:18]([C:20]3[C:29]4[C:24](=[CH:25][CH:26]=[CH:27][CH:28]=4)[CH:23]=[CH:22][CH:21]=3)[O:17][C:16](=[O:30])[C:15]=2[CH:31]=1.[CH:32]1([CH2:36][NH2:37])[CH2:35][CH2:34][CH2:33]1, predict the reaction product. The product is: [Cl:10][C:11]1[CH:12]=[CH:13][C:14]([NH:19][C:18]([C:20]2[C:29]3[C:24](=[CH:25][CH:26]=[CH:27][CH:28]=3)[CH:23]=[CH:22][CH:21]=2)=[O:17])=[C:15]([C:16]([NH:37][CH2:36][CH:32]2[CH2:35][CH2:34][CH2:33]2)=[O:30])[CH:31]=1. (5) Given the reactants [CH3:1][C@@H:2]1[C:8]2[CH:9]=[C:10]([C:13](OCC)=[O:14])[CH:11]=[CH:12][C:7]=2[O:6][CH2:5][CH2:4][N:3]1[C:18]([C:20]1([CH3:24])[CH2:23][CH2:22][CH2:21]1)=[O:19].[OH-:25].[Na+].[NH2:27]O.Cl, predict the reaction product. The product is: [OH:25][NH:27][C:13]([C:10]1[CH:11]=[CH:12][C:7]2[O:6][CH2:5][CH2:4][N:3]([C:18]([C:20]3([CH3:24])[CH2:23][CH2:22][CH2:21]3)=[O:19])[C@H:2]([CH3:1])[C:8]=2[CH:9]=1)=[O:14]. (6) Given the reactants [CH:1]([O:4][C:5]1[CH:6]=[C:7]([CH:18]=[CH:19][CH:20]=1)[CH2:8][N:9]1[CH2:14][CH2:13][C:12](=O)[CH2:11][CH:10]1[CH:16]=[CH2:17])([CH3:3])[CH3:2].[CH:21]1([N+:27]#[C-:28])[CH2:26][CH2:25][CH2:24][CH2:23][CH2:22]1.[O-:29][C:30]#[N:31].[K+].Cl.[F:34][C:35]1[CH:36]=[C:37]([CH:39]=[CH:40][CH:41]=1)[NH2:38], predict the reaction product. The product is: [CH:21]1([NH:27][C:28]2[C@:12]3([CH2:13][CH2:14][N:9]([CH2:8][C:7]4[CH:18]=[CH:19][CH:20]=[C:5]([O:4][CH:1]([CH3:3])[CH3:2])[CH:6]=4)[C@@H:10]([CH:16]=[CH2:17])[CH2:11]3)[N:38]([C:37]3[CH:39]=[CH:40][CH:41]=[C:35]([F:34])[CH:36]=3)[C:30](=[O:29])[N:31]=2)[CH2:26][CH2:25][CH2:24][CH2:23][CH2:22]1. (7) Given the reactants [C:1]([NH:9][C:10]1[C:30]([C:31]#[C:32][CH2:33][NH:34][C:35](=[O:40])[C:36]([F:39])([F:38])[F:37])=[CH:29][N:13]([C@@H:14]2[O:28][C@H:18]([CH2:19][O:20][Si:21]([C:24]([CH3:27])([CH3:26])[CH3:25])([CH3:23])[CH3:22])[C@@H:16]([OH:17])[CH2:15]2)[C:12](=[O:41])[N:11]=1)(=[O:8])[C:2]1[CH:7]=[CH:6][CH:5]=[CH:4][CH:3]=1.C(O)(=O)C.C(OC(=O)C)(=O)C.C([O-])(O)=O.[Na+].[CH3:58][S:59]([CH3:61])=O, predict the reaction product. The product is: [C:1]([NH:9][C:10]1[C:30]([C:31]#[C:32][CH2:33][NH:34][C:35](=[O:40])[C:36]([F:37])([F:38])[F:39])=[CH:29][N:13]([C@@H:14]2[O:28][C@H:18]([CH2:19][O:20][Si:21]([C:24]([CH3:27])([CH3:26])[CH3:25])([CH3:22])[CH3:23])[C@@H:16]([O:17][CH2:58][S:59][CH3:61])[CH2:15]2)[C:12](=[O:41])[N:11]=1)(=[O:8])[C:2]1[CH:3]=[CH:4][CH:5]=[CH:6][CH:7]=1. (8) The product is: [CH:1]1[C:14]2[C:5](=[N:6][C:7]3[C:12]([C:13]=2[NH:15][CH2:16][C@@H:17]([OH:20])[CH2:18][O:19][C:27]([C:36]2[CH:41]=[CH:40][CH:39]=[CH:38][CH:37]=2)([C:28]2[CH:33]=[CH:32][C:31]([O:34][CH3:35])=[CH:30][CH:29]=2)[C:26]2[CH:25]=[CH:24][C:23]([O:22][CH3:21])=[CH:44][CH:43]=2)=[CH:11][CH:10]=[CH:9][CH:8]=3)[CH:4]=[CH:3][CH:2]=1. Given the reactants [CH:1]1[C:14]2[C:5](=[N:6][C:7]3[C:12]([C:13]=2[NH:15][CH2:16][C@@H:17]([OH:20])[CH2:18][OH:19])=[CH:11][CH:10]=[CH:9][CH:8]=3)[CH:4]=[CH:3][CH:2]=1.[CH3:21][O:22][C:23]1[CH:44]=[CH:43][C:26]([C:27](Cl)([C:36]2[CH:41]=[CH:40][CH:39]=[CH:38][CH:37]=2)[C:28]2[CH:33]=[CH:32][C:31]([O:34][CH3:35])=[CH:30][CH:29]=2)=[CH:25][CH:24]=1.CO, predict the reaction product. (9) The product is: [C:30]([OH:45])([C:31]([F:34])([F:33])[F:32])=[O:42].[O:1]=[C:2]1[CH2:7][CH2:6][CH:5]([C:8]2[CH:9]=[CH:10][C:11]([CH2:12][O:13][C:14]3[CH:19]=[CH:18][CH:17]=[CH:16][C:15]=3[C:20]3[N:25]=[C:24]([N:26]4[C:30]([C:31]([F:34])([F:33])[F:32])=[C:29]([C:35]([OH:37])=[O:36])[CH:28]=[N:27]4)[CH:23]=[CH:22][CH:21]=3)=[CH:40][CH:41]=2)[CH2:4][CH2:3]1. Given the reactants [O:1]=[C:2]1[CH2:7][CH2:6][CH:5]([C:8]2[CH:41]=[CH:40][C:11]([CH2:12][O:13][C:14]3[CH:19]=[CH:18][CH:17]=[CH:16][C:15]=3[C:20]3[N:25]=[C:24]([N:26]4[C:30]([C:31]([F:34])([F:33])[F:32])=[C:29]([C:35]([O:37]CC)=[O:36])[CH:28]=[N:27]4)[CH:23]=[CH:22][CH:21]=3)=[CH:10][CH:9]=2)[CH2:4][CH2:3]1.[OH-:42].[Li+].Cl.[O:45]1CCOCC1, predict the reaction product.